This data is from Forward reaction prediction with 1.9M reactions from USPTO patents (1976-2016). The task is: Predict the product of the given reaction. (1) Given the reactants [N:1]1[S:5][N:4]=[C:3]2[CH:6]=[C:7]([CH:10]=O)[CH:8]=[CH:9][C:2]=12.[Br:12][C:13]1[CH:18]=[CH:17][CH:16]=[CH:15][C:14]=1[N:19]=[C:20]1[NH:24][C:23](=[O:25])[CH2:22][S:21]1.C(O[Na])(C)=O.O, predict the reaction product. The product is: [N:1]1[S:5][N:4]=[C:3]2[CH:6]=[C:7]([CH:10]=[C:22]3[S:21][C:20](=[N:19][C:14]4[CH:15]=[CH:16][CH:17]=[CH:18][C:13]=4[Br:12])[NH:24][C:23]3=[O:25])[CH:8]=[CH:9][C:2]=12. (2) Given the reactants [Br:1][C:2]1[CH:3]=[C:4]2[N:10]=[C:9]([CH2:11]Br)[S:8][C:5]2=[N:6][CH:7]=1.[OH-].[NH4+:14].[CH3:15][C:16]([O:19][C:20]([O:22]C(OC(C)(C)C)=O)=O)([CH3:18])[CH3:17], predict the reaction product. The product is: [Br:1][C:2]1[CH:3]=[C:4]2[N:10]=[C:9]([CH2:11][NH:14][C:20](=[O:22])[O:19][C:16]([CH3:18])([CH3:17])[CH3:15])[S:8][C:5]2=[N:6][CH:7]=1. (3) Given the reactants [Br:1][C:2]1[N:3]([C:8]2[CH:9]=[C:10]([OH:19])[CH:11]=[C:12]([O:17][CH3:18])[C:13]=2[N+:14]([O-:16])=[O:15])[CH:4]=[C:5]([CH3:7])[N:6]=1.C(=O)([O-])[O-].[K+].[K+].Cl[C:27]([F:32])([F:31])C([O-])=O.[Na+].[Cl-].[NH4+], predict the reaction product. The product is: [Br:1][C:2]1[N:3]([C:8]2[CH:9]=[C:10]([O:19][CH:27]([F:32])[F:31])[CH:11]=[C:12]([O:17][CH3:18])[C:13]=2[N+:14]([O-:16])=[O:15])[CH:4]=[C:5]([CH3:7])[N:6]=1. (4) Given the reactants [NH2:1][C:2]1[CH:7]=[C:6]([Cl:8])[CH:5]=[CH:4][C:3]=1[SH:9].Br[CH2:11][C:12]1[CH:17]=[CH:16][C:15]([N+:18]([O-:20])=[O:19])=[CH:14][CH:13]=1.C([O-])([O-])=O.[K+].[K+], predict the reaction product. The product is: [Cl:8][C:6]1[CH:5]=[CH:4][C:3]([S:9][CH2:11][C:12]2[CH:17]=[CH:16][C:15]([N+:18]([O-:20])=[O:19])=[CH:14][CH:13]=2)=[C:2]([CH:7]=1)[NH2:1]. (5) The product is: [C:5]([C:8]1[C:26](=[O:28])[NH:25][C:24]2[C:15]([C:13]=1[OH:14])=[CH:16][C:17]1[CH2:18][CH2:19][CH2:20][CH2:21][C:22]=1[CH:23]=2)(=[O:7])[CH3:6]. Given the reactants [H-].[Na+].CO.[C:5](/[C:8](=[C:13](\[C:15]1[C:24]([NH:25][C:26]([O:28]CC)=O)=[CH:23][C:22]2[CH2:21][CH2:20][CH2:19][CH2:18][C:17]=2[CH:16]=1)/[OH:14])/C(OC)=O)(=[O:7])[CH3:6], predict the reaction product.